The task is: Binary Classification. Given a T-cell receptor sequence (or CDR3 region) and an epitope sequence, predict whether binding occurs between them.. This data is from TCR-epitope binding with 47,182 pairs between 192 epitopes and 23,139 TCRs. The epitope is KEIDRLNEV. The TCR CDR3 sequence is CSARDFSGSTDTQYF. Result: 0 (the TCR does not bind to the epitope).